This data is from CYP1A2 inhibition data for predicting drug metabolism from PubChem BioAssay. The task is: Regression/Classification. Given a drug SMILES string, predict its absorption, distribution, metabolism, or excretion properties. Task type varies by dataset: regression for continuous measurements (e.g., permeability, clearance, half-life) or binary classification for categorical outcomes (e.g., BBB penetration, CYP inhibition). Dataset: cyp1a2_veith. (1) The drug is COC(=O)c1c(C)nc2ccccc2c1C(=O)O. The result is 0 (non-inhibitor). (2) The compound is COc1ccc(C(=O)NC(=S)NCc2ccccc2)cc1. The result is 1 (inhibitor).